Dataset: Forward reaction prediction with 1.9M reactions from USPTO patents (1976-2016). Task: Predict the product of the given reaction. (1) Given the reactants [CH3:1][CH:2]([C:4]1[C:8]2[C:9]([O:13][C:14]3[N:19]=[CH:18][C:17]([NH:20][C:21]([C@H:23]([NH:26]C(=O)OC(C)(C)C)[CH2:24][CH3:25])=[O:22])=[CH:16][CH:15]=3)=[CH:10][CH:11]=[CH:12][C:7]=2[O:6][N:5]=1)[CH3:3].C(O)(C(F)(F)F)=O, predict the reaction product. The product is: [NH2:26][C@H:23]([CH2:24][CH3:25])[C:21]([NH:20][C:17]1[CH:18]=[N:19][C:14]([O:13][C:9]2[C:8]3[C:4]([CH:2]([CH3:1])[CH3:3])=[N:5][O:6][C:7]=3[CH:12]=[CH:11][CH:10]=2)=[CH:15][CH:16]=1)=[O:22]. (2) Given the reactants [NH2:1][C:2]1[CH:7]=[C:6]([O:8][CH3:9])[CH:5]=[CH:4][C:3]=1[NH:10][C:11]1[CH:12]=[CH:13][C:14]([NH2:17])=[N:15][CH:16]=1.[O:18](C(C(F)(F)F)=O)[C:19]([C:21]([F:24])([F:23])[F:22])=O, predict the reaction product. The product is: [F:22][C:21]([F:23])([F:24])[C:19]([NH:17][C:14]1[CH:13]=[CH:12][C:11]([N:10]2[C:3]3[CH:4]=[CH:5][C:6]([O:8][CH3:9])=[CH:7][C:2]=3[N:1]=[C:19]2[C:21]([F:24])([F:23])[F:22])=[CH:16][N:15]=1)=[O:18]. (3) Given the reactants [O:1]1[CH:5]=[CH:4][CH:3]=[C:2]1[C:6]1[N:11]=[C:10]([NH2:12])[N:9]=[C:8]([NH2:13])[C:7]=1[N+:14]([O-:16])=[O:15].[Cl:17][C:18]1[CH:26]=[CH:25][C:21]([C:22](Cl)=[O:23])=[CH:20][N:19]=1.O, predict the reaction product. The product is: [NH2:12][C:10]1[N:9]=[C:8]([NH:13][C:22]([C:21]2[CH:20]=[N:19][C:18]([Cl:17])=[CH:26][CH:25]=2)=[O:23])[C:7]([N+:14]([O-:16])=[O:15])=[C:6]([C:2]2[O:1][CH:5]=[CH:4][CH:3]=2)[N:11]=1. (4) Given the reactants [Cl:1][C:2]1[CH:7]=[CH:6][C:5]([N:8]([CH2:15][C@H:16]2[C@@H:20]([CH2:21][C:22]3[CH:27]=[CH:26][CH:25]=[CH:24][CH:23]=3)[CH2:19][N:18](CC3C=CC=CC=3)[CH2:17]2)[C:9]2[CH:14]=[CH:13][CH:12]=[CH:11][CH:10]=2)=[CH:4][CH:3]=1.Cl[C:36]([O:38][CH2:39][CH3:40])=[O:37], predict the reaction product. The product is: [CH2:39]([O:38][C:36]([N:18]1[CH2:17][C@@H:16]([CH2:15][N:8]([C:5]2[CH:4]=[CH:3][C:2]([Cl:1])=[CH:7][CH:6]=2)[C:9]2[CH:14]=[CH:13][CH:12]=[CH:11][CH:10]=2)[C@@H:20]([CH2:21][C:22]2[CH:27]=[CH:26][CH:25]=[CH:24][CH:23]=2)[CH2:19]1)=[O:37])[CH3:40]. (5) Given the reactants Br[C:2]1[CH:7]=[CH:6][C:5]([S:8]([C:11]2[CH:16]=[CH:15][CH:14]=[C:13]([Cl:17])[CH:12]=2)(=[O:10])=[O:9])=[CH:4][C:3]=1[F:18].[F:19][C:20]1[CH:21]=[CH:22][C:23]([O:29][CH3:30])=[C:24](B(O)O)[CH:25]=1, predict the reaction product. The product is: [F:18][C:3]1[CH:4]=[C:5]([S:8]([C:11]2[CH:16]=[CH:15][CH:14]=[C:13]([Cl:17])[CH:12]=2)(=[O:10])=[O:9])[CH:6]=[CH:7][C:2]=1[C:22]1[CH:21]=[C:20]([F:19])[CH:25]=[CH:24][C:23]=1[O:29][CH3:30]. (6) Given the reactants [NH2:1][C:2]1[C:3]([C:9]([OH:11])=[O:10])=[CH:4][C:5]([Cl:8])=[N:6][CH:7]=1.C1C(=O)N([I:19])C(=O)C1, predict the reaction product. The product is: [NH2:1][C:2]1[C:7]([I:19])=[N:6][C:5]([Cl:8])=[CH:4][C:3]=1[C:9]([OH:11])=[O:10].